This data is from Catalyst prediction with 721,799 reactions and 888 catalyst types from USPTO. The task is: Predict which catalyst facilitates the given reaction. Reactant: [NH:1]1[CH2:5][CH2:4][CH2:3][CH2:2]1.Br[CH2:7][C:8]([O:10][CH2:11][C:12]1[CH:17]=[CH:16][CH:15]=[CH:14][CH:13]=1)=[O:9]. Product: [C:8]([O:10][CH:11]([N:1]1[CH2:5][CH2:4][CH2:3][CH2:2]1)[C:12]1[CH:17]=[CH:16][CH:15]=[CH:14][CH:13]=1)(=[O:9])[CH3:7]. The catalyst class is: 282.